Dataset: Forward reaction prediction with 1.9M reactions from USPTO patents (1976-2016). Task: Predict the product of the given reaction. Given the reactants C(OC([NH:8][C@@H:9]([CH:26]([CH3:28])[CH3:27])[C:10]([N:12]1[C:16]2=[N:17][CH:18]=[CH:19][CH:20]=[C:15]2[CH2:14][C@H:13]1[C:21]([O:23][CH2:24][CH3:25])=[O:22])=[O:11])=O)(C)(C)C.[ClH:29], predict the reaction product. The product is: [ClH:29].[NH2:8][C@@H:9]([CH:26]([CH3:27])[CH3:28])[C:10]([N:12]1[C:16]2=[N:17][CH:18]=[CH:19][CH:20]=[C:15]2[CH2:14][C@H:13]1[C:21]([O:23][CH2:24][CH3:25])=[O:22])=[O:11].